This data is from Forward reaction prediction with 1.9M reactions from USPTO patents (1976-2016). The task is: Predict the product of the given reaction. Given the reactants [NH2:1][C:2]1([C:6]2[CH:11]=[CH:10][C:9]([C:12]3[C:13]([C:27]4[CH:32]=[CH:31][CH:30]=[CH:29][CH:28]=4)=[CH:14][C:15]4[N:20]([CH2:21][CH2:22][C:23]#N)[C:19](=[O:25])[CH2:18][O:17][C:16]=4[N:26]=3)=[CH:8][CH:7]=2)[CH2:5][CH2:4][CH2:3]1.C(OC(=O)NC1(C2C=CC(C3C(C4C=CC=CC=4)=CC4N(CCC)C(=O)COC=4N=3)=CC=2)CCC1)(C)(C)C, predict the reaction product. The product is: [NH2:1][C:2]1([C:6]2[CH:7]=[CH:8][C:9]([C:12]3[C:13]([C:27]4[CH:28]=[CH:29][CH:30]=[CH:31][CH:32]=4)=[CH:14][C:15]4[N:20]([CH2:21][CH2:22][CH3:23])[C:19](=[O:25])[CH2:18][O:17][C:16]=4[N:26]=3)=[CH:10][CH:11]=2)[CH2:3][CH2:4][CH2:5]1.